From a dataset of Forward reaction prediction with 1.9M reactions from USPTO patents (1976-2016). Predict the product of the given reaction. (1) Given the reactants [NH2:1][C:2]1[C:7]([F:8])=[C:6]([Cl:9])[N:5]=[C:4]([C:10]([O:12][CH:13](C)C)=[O:11])[CH:3]=1, predict the reaction product. The product is: [NH2:1][C:2]1[C:7]([F:8])=[C:6]([Cl:9])[N:5]=[C:4]([C:10]([O:12][CH3:13])=[O:11])[CH:3]=1. (2) Given the reactants [CH2:1]([C:4]1[CH:5]=[C:6]([O:13][CH3:14])[C:7](O)=[C:8]([CH:11]=1)[CH:9]=[O:10])[CH:2]=[CH2:3].C1C=CC(N(S(C(F)(F)F)(=O)=O)S(C(F)(F)F)(=O)=O)=CC=1.CCN(CC)CC.CN([CH:46]=[O:47])C.[CH3:48][OH:49], predict the reaction product. The product is: [CH2:1]([C:4]1[CH:5]=[C:6]([O:13][CH3:14])[C:7]([C:48]([O:47][CH3:46])=[O:49])=[C:8]([CH:9]=[O:10])[CH:11]=1)[CH:2]=[CH2:3].